Predict the reactants needed to synthesize the given product. From a dataset of Full USPTO retrosynthesis dataset with 1.9M reactions from patents (1976-2016). (1) Given the product [C:12]([O:11][C:9](=[O:10])[NH:16][C@@H:17]1[CH2:26][CH2:25][C:24]2[C:19](=[CH:20][CH:21]=[C:22]([Br:27])[CH:23]=2)[CH2:18]1)([CH3:13])([CH3:14])[CH3:15], predict the reactants needed to synthesize it. The reactants are: O([C:9]([O:11][C:12]([CH3:15])([CH3:14])[CH3:13])=[O:10])[C:9]([O:11][C:12]([CH3:15])([CH3:14])[CH3:13])=[O:10].[NH2:16][CH:17]1[CH2:26][CH2:25][C:24]2[C:19](=[CH:20][CH:21]=[C:22]([Br:27])[CH:23]=2)[CH2:18]1.CCN(CC)CC. (2) Given the product [CH2:1]([C@H:4]1[CH2:9][C@H:8]([C:10]2[CH:15]=[CH:14][CH:13]=[C:12]([Cl:16])[CH:11]=2)[C@@H:7]([C:17]2[CH:22]=[CH:21][C:20]([Cl:23])=[CH:19][CH:18]=2)[N:6]([C@@H:24]([CH2:30][CH3:31])[CH2:25][O:26][CH2:35][C:36]([O:38][CH2:39][CH3:40])=[O:37])[C:5]1=[O:32])[CH:2]=[CH2:3], predict the reactants needed to synthesize it. The reactants are: [CH2:1]([C@H:4]1[CH2:9][C@H:8]([C:10]2[CH:15]=[CH:14][CH:13]=[C:12]([Cl:16])[CH:11]=2)[C@@H:7]([C:17]2[CH:22]=[CH:21][C:20]([Cl:23])=[CH:19][CH:18]=2)[N:6]([C@@H:24]([CH2:30][CH3:31])[C:25](OCC)=[O:26])[C:5]1=[O:32])[CH:2]=[CH2:3].[N+](=[CH:35][C:36]([O:38][CH2:39][CH3:40])=[O:37])=[N-]. (3) Given the product [N:1]1([CH2:7][CH2:8][NH:9][CH2:10][CH2:11][CH:12]([C:19]2[CH:24]=[CH:23][CH:22]=[CH:21][CH:20]=2)[C:13]2[CH:14]=[N:15][CH:16]=[CH:17][CH:18]=2)[CH2:2][CH2:3][O:4][CH2:5][CH2:6]1, predict the reactants needed to synthesize it. The reactants are: [N:1]1([CH2:7][CH2:8][NH:9][C:10](=O)[CH2:11][CH:12]([C:19]2[CH:24]=[CH:23][CH:22]=[CH:21][CH:20]=2)[C:13]2[CH:14]=[N:15][CH:16]=[CH:17][CH:18]=2)[CH2:6][CH2:5][O:4][CH2:3][CH2:2]1.[H-].[H-].[H-].[H-].[Li+].[Al+3].O.[OH-].[Na+]. (4) Given the product [CH3:22][O:21][C:14]1[CH:15]=[C:16]([O:19][CH3:20])[CH:17]=[CH:18][C:13]=1[CH2:12][NH:11][C:9]1[N:8]=[CH:7][N:6]=[C:5]2[N:4]([C@@H:23]3[CH2:31][CH2:30][CH2:29][C:28]4[N:27]([S:32]([C:35]5[CH:36]=[CH:37][C:38]([CH3:39])=[CH:40][CH:41]=5)(=[O:33])=[O:34])[N:26]=[CH:25][C:24]3=4)[N:3]=[C:2]([C:50]3[CH:68]=[CH:67][C:53]([C:54]([NH:56][C:57]4[CH:62]=[C:61]([C:63]([F:64])([F:65])[F:66])[CH:60]=[CH:59][N:58]=4)=[O:55])=[CH:52][CH:51]=3)[C:10]=12, predict the reactants needed to synthesize it. The reactants are: Br[C:2]1[C:10]2[C:5](=[N:6][CH:7]=[N:8][C:9]=2[NH:11][CH2:12][C:13]2[CH:18]=[CH:17][C:16]([O:19][CH3:20])=[CH:15][C:14]=2[O:21][CH3:22])[N:4]([C@@H:23]2[CH2:31][CH2:30][CH2:29][C:28]3[N:27]([S:32]([C:35]4[CH:41]=[CH:40][C:38]([CH3:39])=[CH:37][CH:36]=4)(=[O:34])=[O:33])[N:26]=[CH:25][C:24]2=3)[N:3]=1.CC1(C)C(C)(C)OB([C:50]2[CH:68]=[CH:67][C:53]([C:54]([NH:56][C:57]3[CH:62]=[C:61]([C:63]([F:66])([F:65])[F:64])[CH:60]=[CH:59][N:58]=3)=[O:55])=[CH:52][CH:51]=2)O1.C([O-])([O-])=O.[K+].[K+].O. (5) Given the product [F:51][C@H:52]1[C@@H:57]([O:58][C:59]2[CH:60]=[N:61][C:62]([C:65]3[CH:70]=[CH:69][CH:68]=[C:67]([CH:71]([C:73]4[C:78](=[O:79])[CH:77]=[CH:76][N:75]([C:80]5[CH:81]=[N:82][N:83]([CH3:85])[CH:84]=5)[N:74]=4)[CH3:72])[CH:66]=3)=[N:63][CH:64]=2)[CH2:56][CH2:55][N:54]([C:86]([O:88][C:89]([CH3:90])([CH3:92])[CH3:91])=[O:87])[CH2:53]1, predict the reactants needed to synthesize it. The reactants are: OC1C=NC(C2C=C(C(C3C(=O)C=CN(C4C=NN(C)C=4)N=3)C)C=CC=2)=NC=1.F[C@H]1[C@H](OS(C(F)(F)F)(=O)=O)CCN(C(OC(C)(C)C)=O)C1.[F:51][C@H:52]1[C@H:57]([O:58][C:59]2[CH:60]=[N:61][C:62]([C:65]3[CH:70]=[CH:69][CH:68]=[C:67]([CH:71]([C:73]4[C:78](=[O:79])[CH:77]=[CH:76][N:75]([C:80]5[CH:81]=[N:82][N:83]([CH3:85])[CH:84]=5)[N:74]=4)[CH3:72])[CH:66]=3)=[N:63][CH:64]=2)[CH2:56][CH2:55][N:54]([C:86]([O:88][C:89]([CH3:92])([CH3:91])[CH3:90])=[O:87])[CH2:53]1.